Dataset: Catalyst prediction with 721,799 reactions and 888 catalyst types from USPTO. Task: Predict which catalyst facilitates the given reaction. (1) Reactant: [OH:1][C@H:2]([C:5]1[CH:10]=[CH:9][CH:8]=[CH:7][C:6]=1[C@H:11]([OH:14])[CH2:12][CH3:13])[CH2:3][CH3:4].N1C=CC=CC=1.[C:21]1([P:27](Cl)(Cl)=[O:28])[CH:26]=[CH:25][CH:24]=[CH:23][CH:22]=1.Cl. Product: [CH2:3]([C@H:2]1[C:5]2[CH:10]=[CH:9][CH:8]=[CH:7][C:6]=2[C@H:11]([CH2:12][CH3:13])[O:14][P:27](=[O:28])([C:21]2[CH:26]=[CH:25][CH:24]=[CH:23][CH:22]=2)[O:1]1)[CH3:4]. The catalyst class is: 237. (2) Reactant: [CH3:1]/[C:2](/[C:5]([CH3:7])=[O:6])=[N:3]\[OH:4].[CH:8]1[C:17]2[C:12](=[CH:13][CH:14]=[CH:15][CH:16]=2)[CH:11]=[CH:10][C:9]=1[CH:18]=O.Cl. Product: [CH3:1][C:2]1[N+:3]([O-:4])=[C:18]([C:9]2[CH:10]=[CH:11][C:12]3[C:17](=[CH:16][CH:15]=[CH:14][CH:13]=3)[CH:8]=2)[O:6][C:5]=1[CH3:7]. The catalyst class is: 15. (3) Reactant: [C:1]([CH2:3][C:4]([NH:6][CH2:7][CH2:8][CH:9]([NH:11][C:12](=[O:16])[CH2:13][C:14]#[N:15])[CH3:10])=[O:5])#[N:2].[OH:17][C:18]1[CH:19]=[C:20]([CH:23]=[C:24]([O:27][CH3:28])[C:25]=1[OH:26])[CH:21]=O. Product: [C:1]([C:3](=[CH:21][C:20]1[CH:23]=[C:24]([O:27][CH3:28])[C:25]([OH:26])=[C:18]([OH:17])[CH:19]=1)[C:4]([NH:6][CH2:7][CH2:8][CH:9]([NH:11][C:12](=[O:16])[C:13]([C:14]#[N:15])=[CH:21][C:20]1[CH:23]=[C:24]([O:27][CH3:28])[C:25]([OH:26])=[C:18]([OH:17])[CH:19]=1)[CH3:10])=[O:5])#[N:2]. The catalyst class is: 495.